From a dataset of HIV replication inhibition screening data with 41,000+ compounds from the AIDS Antiviral Screen. Binary Classification. Given a drug SMILES string, predict its activity (active/inactive) in a high-throughput screening assay against a specified biological target. (1) The compound is Cc1cccc(NC(=S)Nc2cccc(C)n2)n1. The result is 0 (inactive). (2) The compound is CC(C)(C)C1=CC(=O)C(Cl)(C(C)(C)C)C(Cl)C1=O. The result is 0 (inactive). (3) The compound is Oc1cccc2c1nc(O)c1c(O)c3c(cc12)OCO3. The result is 0 (inactive). (4) The drug is CCCCCCCCCCCC1CNC(CCCCC2=NC(CCCCCCCCCCC)CN2)=N1. The result is 0 (inactive). (5) The compound is CCCCCCCCCCCCC(Br)C(=O)SCCNC(=O)CCNC(=O)C(O)C(C)(C)COP(=O)(O)OP(=O)(O)OCC1OC(n2cnc3c(N)ncnc32)C(O)C1OP(=O)(O)O.[NaH]. The result is 0 (inactive). (6) The compound is COc1ccc2cc(C(=O)c3ccccc3C(=O)O)ccc2c1. The result is 0 (inactive).